From a dataset of Catalyst prediction with 721,799 reactions and 888 catalyst types from USPTO. Predict which catalyst facilitates the given reaction. (1) Reactant: [F:1][C:2]([F:17])([C:6]1[CH:11]=[CH:10][C:9]([F:12])=[CH:8][C:7]=1[C:13]([F:16])([F:15])[F:14])[C:3]([OH:5])=O.P(Cl)(Cl)(Cl)=O.Cl.[NH2:24][CH2:25][C:26]1[CH:27]=[C:28]2[C:32](=[CH:33][CH:34]=1)[C:31](=[O:35])[N:30]([CH:36]1[CH2:41][CH2:40][C:39](=[O:42])[NH:38][C:37]1=[O:43])[CH2:29]2.C(=O)(O)[O-].[Na+]. Product: [O:43]=[C:37]1[CH:36]([N:30]2[CH2:29][C:28]3[C:32](=[CH:33][CH:34]=[C:26]([CH2:25][NH:24][C:3](=[O:5])[C:2]([F:1])([F:17])[C:6]4[CH:11]=[CH:10][C:9]([F:12])=[CH:8][C:7]=4[C:13]([F:16])([F:15])[F:14])[CH:27]=3)[C:31]2=[O:35])[CH2:41][CH2:40][C:39](=[O:42])[NH:38]1. The catalyst class is: 17. (2) Reactant: [CH:1]1([CH2:7][CH2:8][CH2:9][O:10][C:11]2[CH:16]=[CH:15][N:14]([CH2:17][CH2:18][C:19]([CH3:27])([S:23]([CH3:26])(=[O:25])=[O:24])[C:20](O)=[O:21])[C:13](=[O:28])[CH:12]=2)[CH2:6][CH2:5][CH2:4][CH2:3][CH2:2]1.CN1CCOCC1.[O:36]1[CH2:41][CH2:40][CH2:39][CH2:38][CH:37]1[O:42][NH2:43]. Product: [CH:1]1([CH2:7][CH2:8][CH2:9][O:10][C:11]2[CH:16]=[CH:15][N:14]([CH2:17][CH2:18][C:19]([CH3:27])([S:23]([CH3:26])(=[O:25])=[O:24])[C:20]([NH:43][O:42][CH:37]3[CH2:38][CH2:39][CH2:40][CH2:41][O:36]3)=[O:21])[C:13](=[O:28])[CH:12]=2)[CH2:2][CH2:3][CH2:4][CH2:5][CH2:6]1. The catalyst class is: 6. (3) Reactant: C(S[C:4](=[N:8][C:9]1[CH:14]=[CH:13][CH:12]=[CH:11][CH:10]=1)[CH:5]([CH3:7])[CH3:6])C.[C:15]([NH:23][NH2:24])(=O)[C:16]1[CH:21]=[CH:20][CH:19]=[CH:18][CH:17]=1. Product: [CH:5]([C:4]1[N:8]([C:9]2[CH:14]=[CH:13][CH:12]=[CH:11][CH:10]=2)[C:15]([C:16]2[CH:21]=[CH:20][CH:19]=[CH:18][CH:17]=2)=[N:23][N:24]=1)([CH3:7])[CH3:6]. The catalyst class is: 51. (4) Reactant: [N:1]([C:10]1[CH:16]=[CH:15][C:13]([NH2:14])=[CH:12][CH:11]=1)=[N:2][C:3]1[CH:9]=[CH:8][C:6]([NH2:7])=[CH:5][CH:4]=1.[C:17](OCC)(=[O:19])[CH3:18]. Product: [C:17]([NH:14][C:13]1[CH:15]=[CH:16][C:10]([N:1]=[N:2][C:3]2[CH:4]=[CH:5][C:6]([NH2:7])=[CH:8][CH:9]=2)=[CH:11][CH:12]=1)(=[O:19])[CH3:18]. The catalyst class is: 4. (5) Reactant: [F:1][C:2]1[C:3]([CH3:19])=[C:4]([C:8]2[CH:17]=[C:16]3[C:11]([CH:12]=[C:13]([NH2:18])[N:14]=[CH:15]3)=[CH:10][CH:9]=2)[CH:5]=[N:6][CH:7]=1.[F:20][C@H:21]1[CH2:23][C@H:22]1[C:24](O)=[O:25].F[P-](F)(F)(F)(F)F.N1(O[P+](N2CCCC2)(N2CCCC2)N2CCCC2)C2N=CC=CC=2N=N1.C(N(CC)C(C)C)(C)C.CN(C)C=O. Product: [F:20][C@H:21]1[CH2:23][C@H:22]1[C:24]([NH:18][C:13]1[N:14]=[CH:15][C:16]2[C:11]([CH:12]=1)=[CH:10][CH:9]=[C:8]([C:4]1[CH:5]=[N:6][CH:7]=[C:2]([F:1])[C:3]=1[CH3:19])[CH:17]=2)=[O:25]. The catalyst class is: 768.